From a dataset of Reaction yield outcomes from USPTO patents with 853,638 reactions. Predict the reaction yield, written as a fraction of the theoretical maximum amount of product (1.0 means a 100% yield; for example, 0.34 means a 34% yield). (1) The reactants are [CH3:1][O:2][C:3](=[O:13])[C:4]1[CH:9]=[CH:8][C:7]([C:10](=[O:12])[CH3:11])=[CH:6][CH:5]=1.Br.CS(C)=[O:17]. The catalyst is O. The product is [O:17]=[CH:11][C:10]([C:7]1[CH:8]=[CH:9][C:4]([C:3]([O:2][CH3:1])=[O:13])=[CH:5][CH:6]=1)=[O:12]. The yield is 0.790. (2) The yield is 1.00. The product is [CH:14]1([CH2:13][C@H:9]([NH:8][C:6](=[O:7])[O:5][C:1]([CH3:2])([CH3:3])[CH3:4])[C:10](=[O:12])[CH:37]=[N+:35]=[N-:36])[CH2:19][CH2:18][CH2:17][CH2:16][CH2:15]1. The catalyst is C1COCC1.CCOCC.C(O)(=O)C. The reactants are [C:1]([O:5][C:6]([NH:8][C@@H:9]([CH2:13][CH:14]1[CH2:19][CH2:18][CH2:17][CH2:16][CH2:15]1)[C:10]([OH:12])=O)=[O:7])([CH3:4])([CH3:3])[CH3:2].CN1CCOCC1.ClC(OCC(C)C)=O.[N+:35](=[CH2:37])=[N-:36]. (3) The reactants are FC(F)(F)S(O[C:7]1[CH:12]=[CH:11][CH:10]=[CH:9][C:8]=1[S:13][CH3:14])(=O)=O.FC(F)(F)S(O[C:23]1[C:32]([S:33][CH3:34])=[CH:31][C:30]2[C:25](=[CH:26][CH:27]=[C:28]([CH:35]([CH3:40])[CH2:36][CH2:37][CH2:38][CH3:39])[CH:29]=2)[CH:24]=1)(=O)=O.[CH2:43]([Sn](CCCC)(CCCC)/C=C/[Sn](CCCC)(CCCC)CCCC)[CH2:44]CC. The yield is 0.240. The product is [CH3:40][CH:35]([C:28]1[CH:29]=[C:30]2[C:25](=[CH:26][CH:27]=1)[CH:24]=[C:23](/[CH:43]=[CH:44]/[C:7]1[CH:12]=[CH:11][CH:10]=[CH:9][C:8]=1[S:13][CH3:14])[C:32]([S:33][CH3:34])=[CH:31]2)[CH2:36][CH2:37][CH2:38][CH3:39]. The catalyst is CN(C=O)C.O.C1C=CC([P]([Pd]([P](C2C=CC=CC=2)(C2C=CC=CC=2)C2C=CC=CC=2)([P](C2C=CC=CC=2)(C2C=CC=CC=2)C2C=CC=CC=2)[P](C2C=CC=CC=2)(C2C=CC=CC=2)C2C=CC=CC=2)(C2C=CC=CC=2)C2C=CC=CC=2)=CC=1. (4) No catalyst specified. The yield is 0.0500. The product is [NH:24]1[C:23]2[CH:27]=[CH:28][C:20]([C:18]([N:11]3[CH2:12][CH2:13][CH2:14][C@@H:9]4[C:8]5[CH:7]=[CH:6][C:5]([C:3]([OH:2])=[O:4])=[CH:17][C:16]=5[CH2:15][C@H:10]34)=[O:19])=[CH:21][C:22]=2[N:26]=[CH:25]1. The reactants are C[O:2][C:3]([C:5]1[CH:6]=[CH:7][C:8]2[CH2:9][C@H:10]3[C@@H:15]([C:16]=2[CH:17]=1)[CH2:14][CH2:13][CH2:12][N:11]3[C:18]([C:20]1[CH:28]=[CH:27][C:23]2[NH:24][CH:25]=[N:26][C:22]=2[CH:21]=1)=[O:19])=[O:4].COC(C1C=CC2[C@@H]3[C@@H](N(C(C4C=CC5NC=NC=5C=4)=O)CCC3)CC=2C=1)=O. (5) The reactants are Cl[C:2]1[N:3]=[CH:4][C:5]2[CH2:11][N:10]([C:12]([C:14]3[CH:15]=[N:16][CH:17]=[CH:18][CH:19]=3)=[O:13])[CH2:9][CH2:8][C:6]=2[N:7]=1.[CH3:20][O:21][C:22]1[CH:23]=[C:24]([CH:26]=[CH:27][C:28]=1OC)[NH2:25].C[CH2:32][O:33]C(C)=O. The catalyst is C(O)(C)C. The product is [CH3:32][O:33][C:27]1[CH:26]=[C:24]([NH:25][C:2]2[N:3]=[CH:4][C:5]3[CH2:11][N:10]([C:12]([C:14]4[CH:15]=[N:16][CH:17]=[CH:18][CH:19]=4)=[O:13])[CH2:9][CH2:8][C:6]=3[N:7]=2)[CH:23]=[C:22]([O:21][CH3:20])[CH:28]=1. The yield is 0.620. (6) The reactants are [F:1][C:2]1[CH:7]=[C:6]([CH2:8]O)[CH:5]=[C:4]([NH:10][CH2:11][C:12]2[CH:17]=[CH:16][C:15]([O:18][CH3:19])=[CH:14][CH:13]=2)[N:3]=1.C(N(CC)CC)C.CS(Cl)(=O)=O.[Br:32][C:33]1[CH:34]=[C:35]([CH:49]=[C:50]([CH3:52])[CH:51]=1)[C:36]([C:38]1[NH:43][C:42](=[O:44])[NH:41][C:40](=[O:45])[C:39]=1[CH:46]([CH3:48])[CH3:47])=[O:37].C(=O)([O-])[O-].[K+].[K+].[I-].[Li+]. The catalyst is C(Cl)(Cl)Cl.CN(C=O)C. The product is [Br:32][C:33]1[CH:34]=[C:35]([CH:49]=[C:50]([CH3:52])[CH:51]=1)[C:36]([C:38]1[N:43]([CH2:8][C:6]2[CH:5]=[C:4]([NH:10][CH2:11][C:12]3[CH:17]=[CH:16][C:15]([O:18][CH3:19])=[CH:14][CH:13]=3)[N:3]=[C:2]([F:1])[CH:7]=2)[C:42](=[O:44])[NH:41][C:40](=[O:45])[C:39]=1[CH:46]([CH3:47])[CH3:48])=[O:37]. The yield is 0.570. (7) The yield is 1.17. No catalyst specified. The product is [CH3:10][O:11][C:2]1[CH:9]=[CH:8][C:5]([C:6]#[N:7])=[CH:4][N:3]=1. The reactants are Cl[C:2]1[CH:9]=[CH:8][C:5]([C:6]#[N:7])=[CH:4][N:3]=1.[CH3:10][O-:11].[Na+].CO.